This data is from Full USPTO retrosynthesis dataset with 1.9M reactions from patents (1976-2016). The task is: Predict the reactants needed to synthesize the given product. (1) Given the product [Cl:1][C:2]1[CH:3]=[CH:4][C:5]([CH2:6][N:7]2[C:15]3[C:14](=[O:16])[N:13]([CH:17]4[CH2:18][CH:19]([CH2:21][OH:22])[CH2:20]4)[C:12](=[O:24])[N:11]([CH3:25])[C:10]=3[N:9]=[C:8]2[O:26][C:27]2[CH:32]=[CH:31][CH:30]=[C:29]([O:33][C:34]([F:37])([F:35])[F:36])[CH:28]=2)=[CH:38][CH:39]=1, predict the reactants needed to synthesize it. The reactants are: [Cl:1][C:2]1[CH:39]=[CH:38][C:5]([CH2:6][N:7]2[C:15]3[C:14](=[O:16])[N:13]([CH:17]4[CH2:20][CH:19]([C:21]([O-])=[O:22])[CH2:18]4)[C:12](=[O:24])[N:11]([CH3:25])[C:10]=3[N:9]=[C:8]2[O:26][C:27]2[CH:32]=[CH:31][CH:30]=[C:29]([O:33][C:34]([F:37])([F:36])[F:35])[CH:28]=2)=[CH:4][CH:3]=1.[H-].[H-].[H-].[H-].[Li+].[Al+3]. (2) The reactants are: [NH2:1][C:2]1[S:6][N:5]=[C:4]([CH3:7])[C:3]=1[C:8]([NH:10][C:11]1[CH:16]=[CH:15][C:14]([Cl:17])=[C:13]([F:18])[CH:12]=1)=[O:9].Cl[C:20]1[CH:25]=[N:24][CH:23]=[CH:22][N:21]=1.C(=O)([O-])[O-].[Cs+].[Cs+].CC1(C)C2C(=C(P(C3C=CC=CC=3)C3C=CC=CC=3)C=CC=2)OC2C(P(C3C=CC=CC=3)C3C=CC=CC=3)=CC=CC1=2. Given the product [Cl:17][C:14]1[CH:15]=[CH:16][C:11]([NH:10][C:8]([C:3]2[C:4]([CH3:7])=[N:5][S:6][C:2]=2[NH:1][C:20]2[CH:25]=[N:24][CH:23]=[CH:22][N:21]=2)=[O:9])=[CH:12][C:13]=1[F:18], predict the reactants needed to synthesize it. (3) The reactants are: [Br:1]Br.[F:3][C:4]1[CH:12]=[C:11]([CH3:13])[CH:10]=[CH:9][C:5]=1[C:6]([OH:8])=[O:7]. Given the product [Br:1][C:10]1[C:11]([CH3:13])=[CH:12][C:4]([F:3])=[C:5]([CH:9]=1)[C:6]([OH:8])=[O:7], predict the reactants needed to synthesize it. (4) Given the product [CH2:1]([O:8][C:9]1[CH:14]=[CH:13][C:12]([N:15]2[C:19]3=[N:20][CH:21]=[C:22]([C:30]#[N:31])[CH:23]=[C:18]3[N:17]=[CH:16]2)=[CH:11][CH:10]=1)[C:2]1[CH:7]=[CH:6][CH:5]=[CH:4][CH:3]=1, predict the reactants needed to synthesize it. The reactants are: [CH2:1]([O:8][C:9]1[CH:14]=[CH:13][C:12]([N:15]2[C:19]3=[N:20][CH:21]=[C:22](Br)[CH:23]=[C:18]3[N:17]=[CH:16]2)=[CH:11][CH:10]=1)[C:2]1[CH:7]=[CH:6][CH:5]=[CH:4][CH:3]=1.[NH4+].[Cl-].[NH4+].[OH-].O.[CH3:30][N:31](C=O)C.O. (5) Given the product [CH3:1][O:2][C:3]([C:4]1[NH:8][C:12](=[O:10])[NH:13][C:5]=1[CH3:6])=[O:9], predict the reactants needed to synthesize it. The reactants are: [CH3:1][O:2][C:3](=[O:9])[CH:4]([NH2:8])[C:5](=O)[CH3:6].[O:10]([C:12]#[N:13])[K].Cl. (6) Given the product [S:3]1[C:7]2[CH:8]=[CH:9][CH:10]=[CH:11][C:6]=2[N:5]=[C:4]1[O:12][C:13]1[CH:21]=[C:20]2[C:16]([C:17]([CH2:22][N:23]3[CH2:28][CH2:27][CH:26]([NH:29][C:37](=[O:39])[CH3:38])[CH2:25][CH2:24]3)=[CH:18][NH:19]2)=[CH:15][CH:14]=1, predict the reactants needed to synthesize it. The reactants are: Cl.Cl.[S:3]1[C:7]2[CH:8]=[CH:9][CH:10]=[CH:11][C:6]=2[N:5]=[C:4]1[O:12][C:13]1[CH:21]=[C:20]2[C:16]([C:17]([CH2:22][N:23]3[CH2:28][CH2:27][CH:26]([NH2:29])[CH2:25][CH2:24]3)=[CH:18][NH:19]2)=[CH:15][CH:14]=1.CCN(CC)CC.[C:37](OC(=O)C)(=[O:39])[CH3:38]. (7) Given the product [Br:1][C:2]1[CH:3]=[C:4]([CH:5]2[O:13][CH2:12][CH2:11][O:6]2)[CH:7]=[C:8]([Cl:10])[CH:9]=1, predict the reactants needed to synthesize it. The reactants are: [Br:1][C:2]1[CH:3]=[C:4]([CH:7]=[C:8]([Cl:10])[CH:9]=1)[CH:5]=[O:6].[CH2:11](O)[CH2:12][OH:13].C([O-])(O)=O.[Na+]. (8) Given the product [CH3:1][O:2][C:3]1[CH:4]=[C:5]([CH:10]=[CH:11][C:12]=1[O:13][CH2:14][CH2:15][O:16][C:17]([F:18])([F:19])[F:20])[C:6]([OH:8])=[O:7], predict the reactants needed to synthesize it. The reactants are: [CH3:1][O:2][C:3]1[CH:4]=[C:5]([CH:10]=[CH:11][C:12]=1[O:13][CH2:14][CH2:15][O:16][C:17]([F:20])([F:19])[F:18])[C:6]([O:8]C)=[O:7].[Li+].[OH-]. (9) Given the product [C:1]([C:4]1[N:5]=[C:6]([CH2:21][C:22]2[O:26][C:25]([C:27]([OH:29])=[O:28])=[CH:24][CH:23]=2)[NH:7][C:8]=1[NH:9][C:10](=[O:20])[C:11]1[CH:12]=[CH:13][C:14]([CH2:17][CH2:18][CH3:19])=[CH:15][CH:16]=1)(=[O:3])[NH2:2], predict the reactants needed to synthesize it. The reactants are: [C:1]([C:4]1[N:5]=[C:6]([CH2:21][C:22]2[O:26][C:25]([C:27]([O:29]CC)=[O:28])=[CH:24][CH:23]=2)[NH:7][C:8]=1[NH:9][C:10](=[O:20])[C:11]1[CH:16]=[CH:15][C:14]([CH2:17][CH2:18][CH3:19])=[CH:13][CH:12]=1)(=[O:3])[NH2:2].C(O)C.C1COCC1.[OH-].[Na+].